Task: Predict the reactants needed to synthesize the given product.. Dataset: Full USPTO retrosynthesis dataset with 1.9M reactions from patents (1976-2016) (1) Given the product [Cl:1][C:2]1[C:11]2[C:6](=[C:7]([CH3:12])[CH:8]=[CH:9][CH:10]=2)[C:5]([C:13]([N:16]2[CH2:21][CH2:20][CH2:19][CH2:18][CH2:17]2)=[O:15])=[CH:4][N:3]=1, predict the reactants needed to synthesize it. The reactants are: [Cl:1][C:2]1[C:11]2[C:6](=[C:7]([CH3:12])[CH:8]=[CH:9][CH:10]=2)[C:5]([C:13]([OH:15])=O)=[CH:4][N:3]=1.[NH:16]1[CH2:21][CH2:20][CH2:19][CH2:18][CH2:17]1. (2) Given the product [C:1]([CH2:3][C:4]1([N:19]2[CH:23]=[C:22]([C:24]3[C:25]4[CH:32]=[CH:31][N:30]([CH2:33][O:34][CH2:35][CH2:36][Si:37]([CH3:38])([CH3:40])[CH3:39])[C:26]=4[N:27]=[CH:28][N:29]=3)[CH:21]=[N:20]2)[CH2:5][N:6]([C:8]2[CH:17]=[CH:16][C:11]([C:12]([OH:14])=[O:13])=[C:10]([F:18])[CH:9]=2)[CH2:7]1)#[N:2], predict the reactants needed to synthesize it. The reactants are: [C:1]([CH2:3][C:4]1([N:19]2[CH:23]=[C:22]([C:24]3[C:25]4[CH:32]=[CH:31][N:30]([CH2:33][O:34][CH2:35][CH2:36][Si:37]([CH3:40])([CH3:39])[CH3:38])[C:26]=4[N:27]=[CH:28][N:29]=3)[CH:21]=[N:20]2)[CH2:7][N:6]([C:8]2[CH:17]=[CH:16][C:11]([C:12]([O:14]C)=[O:13])=[C:10]([F:18])[CH:9]=2)[CH2:5]1)#[N:2].[OH-].[Li+].Cl. (3) The reactants are: [F:1][C:2]1[CH:3]=[C:4]([C@@H:9]2[CH2:13][N:12]([CH2:14][CH2:15][O:16][CH3:17])[CH2:11][C@H:10]2[NH:18][C:19]([NH:21][C:22]2[N:26]([C:27]3[CH:32]=[CH:31][CH:30]=[CH:29][CH:28]=3)[N:25]=[C:24]([C:33]3[CH:34]=[N:35][NH:36][CH:37]=3)[C:23]=2[CH3:38])=[O:20])[CH:5]=[CH:6][C:7]=1[F:8].C([O-])([O-])=O.[K+].[K+].O([CH2:53][C:54]([F:57])([F:56])[F:55])S(C(F)(F)F)(=O)=O. Given the product [F:1][C:2]1[CH:3]=[C:4]([C@@H:9]2[CH2:13][N:12]([CH2:14][CH2:15][O:16][CH3:17])[CH2:11][C@H:10]2[NH:18][C:19]([NH:21][C:22]2[N:26]([C:27]3[CH:32]=[CH:31][CH:30]=[CH:29][CH:28]=3)[N:25]=[C:24]([C:33]3[CH:34]=[N:35][N:36]([CH2:53][C:54]([F:57])([F:56])[F:55])[CH:37]=3)[C:23]=2[CH3:38])=[O:20])[CH:5]=[CH:6][C:7]=1[F:8], predict the reactants needed to synthesize it. (4) Given the product [Cl:1][C:2]1[N:7]=[CH:6][C:5]([O:8][CH:9]2[CH2:15][CH2:14][CH2:13][CH2:12][CH2:11][CH2:10]2)=[CH:4][CH:3]=1, predict the reactants needed to synthesize it. The reactants are: [Cl:1][C:2]1[N:7]=[CH:6][C:5]([OH:8])=[CH:4][CH:3]=1.[CH:9]1(O)[CH2:15][CH2:14][CH2:13][CH2:12][CH2:11][CH2:10]1.C(P(CCCC)CCCC)CCC.C1CCN(C(N=NC(N2CCCCC2)=O)=O)CC1. (5) Given the product [C:26]([CH2:25][C:22]1[CH:21]=[CH:20][C:19]([NH:18][C:17]([CH2:16][O:15][C:13]2[C:12]3[C:7](=[CH:8][C:9]([Cl:31])=[CH:10][C:11]=3[Cl:30])[CH:6]=[C:5]([C:3]([OH:4])=[O:2])[CH:14]=2)=[O:29])=[CH:24][CH:23]=1)([OH:28])=[O:27], predict the reactants needed to synthesize it. The reactants are: C[O:2][C:3]([C:5]1[CH:14]=[C:13]([O:15][CH2:16][C:17](=[O:29])[NH:18][C:19]2[CH:24]=[CH:23][C:22]([CH2:25][C:26]([OH:28])=[O:27])=[CH:21][CH:20]=2)[C:12]2[C:7](=[CH:8][C:9]([Cl:31])=[CH:10][C:11]=2[Cl:30])[CH:6]=1)=[O:4].[Li+].[OH-].